Dataset: Forward reaction prediction with 1.9M reactions from USPTO patents (1976-2016). Task: Predict the product of the given reaction. (1) Given the reactants [C:1]1([C:23]2[CH:28]=[CH:27][CH:26]=[CH:25][CH:24]=2)[CH:6]=[CH:5][C:4]([CH2:7][C@@H:8]([NH:15][C:16]([O:18][C:19]([CH3:22])([CH3:21])[CH3:20])=[O:17])[CH2:9][C@@H:10]([CH3:14])[C:11]([OH:13])=[O:12])=[CH:3][CH:2]=1.[S:29](=[O:33])(=[O:32])([OH:31])[OH:30].[CH2:34](O)[CH3:35], predict the reaction product. The product is: [S:29]([OH:33])([OH:32])(=[O:31])=[O:30].[CH2:34]([O:13][C:11](=[O:12])[C@H:10]([CH3:14])[CH2:9][C@H:8]([NH2:15])[CH2:7][C:4]1[CH:5]=[CH:6][C:1]([C:23]2[CH:24]=[CH:25][CH:26]=[CH:27][CH:28]=2)=[CH:2][CH:3]=1)[CH3:35].[C:1]1([C:23]2[CH:24]=[CH:25][CH:26]=[CH:27][CH:28]=2)[CH:2]=[CH:3][C:4]([CH2:7][C@@H:8]([NH:15][C:16]([O:18][C:19]([CH3:22])([CH3:20])[CH3:21])=[O:17])[CH2:9][C@@H:10]([CH3:14])[C:11]([OH:13])=[O:12])=[CH:5][CH:6]=1. (2) Given the reactants [F:1][C:2]1[CH:3]=[C:4]([N+:10]([O-:12])=[O:11])[C:5]([CH3:9])=[C:6]([CH:8]=1)[NH2:7].[N:13]([O-])=O.[Na+], predict the reaction product. The product is: [F:1][C:2]1[CH:8]=[C:6]2[C:5]([CH:9]=[N:13][NH:7]2)=[C:4]([N+:10]([O-:12])=[O:11])[CH:3]=1. (3) Given the reactants [Cl:1][C:2]1[C:3]([O:24][C:25]2[CH:30]=[CH:29][N:28]=[C:27](Cl)[CH:26]=2)=[CH:4][C:5]([F:23])=[C:6]([NH:8][C:9]([N:11]2[CH2:15][CH2:14][N:13]([CH:16]3[CH2:21][CH2:20][O:19][CH2:18][CH2:17]3)[C:12]2=[O:22])=[O:10])[CH:7]=1.[C:32]([NH2:35])(=[O:34])[CH3:33].C([O-])([O-])=O.[Cs+].[Cs+].CC1(C)C2C(=C(P(C3C=CC=CC=3)C3C=CC=CC=3)C=CC=2)OC2C(P(C3C=CC=CC=3)C3C=CC=CC=3)=CC=CC1=2, predict the reaction product. The product is: [C:32]([NH:35][C:27]1[CH:26]=[C:25]([O:24][C:3]2[C:2]([Cl:1])=[CH:7][C:6]([NH:8][C:9]([N:11]3[CH2:15][CH2:14][N:13]([CH:16]4[CH2:17][CH2:18][O:19][CH2:20][CH2:21]4)[C:12]3=[O:22])=[O:10])=[C:5]([F:23])[CH:4]=2)[CH:30]=[CH:29][N:28]=1)(=[O:34])[CH3:33].